Predict which catalyst facilitates the given reaction. From a dataset of Catalyst prediction with 721,799 reactions and 888 catalyst types from USPTO. (1) The catalyst class is: 4. Product: [CH3:16][O:17][C:18](=[O:45])[CH:19]([C:24]1[C:29]([CH3:30])=[CH:28][C:27]([NH:31][S:3]([CH3:2])(=[O:6])=[O:4])=[C:26]([CH:32]2[CH2:34][CH2:33]2)[C:25]=1[C:35]1[CH:36]=[C:37]2[C:42](=[CH:43][CH:44]=1)[O:41][CH2:40][CH2:39][CH2:38]2)[O:20][CH:21]1[CH2:23][CH2:22]1. Reactant: F[C:2](F)(F)[S:3]([O:6]S(C(F)(F)F)(=O)=O)(=O)=[O:4].[CH3:16][O:17][C:18](=[O:45])[CH:19]([C:24]1[C:29]([CH3:30])=[CH:28][C:27]([NH2:31])=[C:26]([CH:32]2[CH2:34][CH2:33]2)[C:25]=1[C:35]1[CH:36]=[C:37]2[C:42](=[CH:43][CH:44]=1)[O:41][CH2:40][CH2:39][CH2:38]2)[O:20][CH:21]1[CH2:23][CH2:22]1.C(N(CC)CC)C. (2) The catalyst class is: 12. Reactant: [O:1]1[C:9]2[C:4](=[N:5][CH:6]=[CH:7][CH:8]=2)[NH:3][C:2]1=[O:10].N([CH2:14][CH2:15][CH2:16][CH2:17][CH2:18][CH2:19][CH2:20][CH2:21][CH2:22][CH2:23][CH2:24][CH3:25])=C=O. Product: [O:10]=[C:2]1[NH:3][C:4]2=[N:5][CH:6]=[CH:7][CH:8]=[C:9]2[O:1]1.[CH3:25][CH2:24][CH:23]([C:2]([NH2:3])=[O:1])[CH2:22][CH2:21][CH2:20][CH2:19][CH2:18][CH2:17][CH2:16][CH2:15][CH3:14].